The task is: Predict which catalyst facilitates the given reaction.. This data is from Catalyst prediction with 721,799 reactions and 888 catalyst types from USPTO. (1) Reactant: C[O:2][C:3](=O)[CH2:4][CH2:5][O:6][N:7]=[C:8]([O:10][CH2:11][CH3:12])[CH3:9].[CH3:14][NH2:15]. Product: [CH2:11]([O:10][C:8](=[N:7][O:6][CH2:5][CH2:4][C:3](=[O:2])[NH:15][CH3:14])[CH3:9])[CH3:12]. The catalyst class is: 5. (2) Reactant: C1(OC)C=CC=CC=1.FC(F)(F)C(O)=O.C(OC([NH:23][C:24]1[CH:29]=[CH:28][C:27]([C:30]2[CH:35]=[CH:34][C:33]([NH:36][C:37]([C:39]3[CH:44]=[C:43]([N+:45]([O-:47])=[O:46])[CH:42]=[CH:41][C:40]=3[Cl:48])=[O:38])=[CH:32][CH:31]=2)=[CH:26][CH:25]=1)=O)(C)(C)C. Product: [NH2:23][C:24]1[CH:25]=[CH:26][C:27]([C:30]2[CH:31]=[CH:32][C:33]([NH:36][C:37]([C:39]3[CH:44]=[C:43]([N+:45]([O-:47])=[O:46])[CH:42]=[CH:41][C:40]=3[Cl:48])=[O:38])=[CH:34][CH:35]=2)=[CH:28][CH:29]=1. The catalyst class is: 2.